This data is from Forward reaction prediction with 1.9M reactions from USPTO patents (1976-2016). The task is: Predict the product of the given reaction. (1) Given the reactants [OH:1][C:2]1[N:7]2[N:8]=[CH:9][CH:10]=[C:6]2[N:5]([CH2:11][CH2:12]C(C)C)[C:4](=[O:16])[C:3]=1[C:17]1[NH:22][C:21]2[CH:23]=[CH:24][C:25]([NH:27][S:28]([CH3:31])(=[O:30])=[O:29])=[CH:26][C:20]=2[S:19](=[O:33])(=[O:32])[N:18]=1.C(OC(C1C(=O)N2N=CC=C2N(CC2[CH:55]=[CH:54][C:53]([F:56])=[CH:52][CH:51]=2)C1=O)=O)C, predict the reaction product. The product is: [F:56][C:53]1[CH:54]=[CH:55][C:12]([CH2:11][N:5]2[C:4](=[O:16])[C:3]([C:17]3[NH:22][C:21]4[CH:23]=[CH:24][C:25]([NH:27][S:28]([CH3:31])(=[O:29])=[O:30])=[CH:26][C:20]=4[S:19](=[O:33])(=[O:32])[N:18]=3)=[C:2]([OH:1])[N:7]3[N:8]=[CH:9][CH:10]=[C:6]23)=[CH:51][CH:52]=1. (2) Given the reactants CS(C)=O.CS(O[CH2:10][CH2:11][C:12]1[CH:17]=[C:16]([CH2:18][O:19][Si:20]([C:23]([CH3:26])([CH3:25])[CH3:24])([CH3:22])[CH3:21])[C:15]([Cl:27])=[C:14]([Cl:28])[CH:13]=1)(=O)=O.[C-:29]#[N:30].[K+], predict the reaction product. The product is: [Cl:28][C:14]1[CH:13]=[C:12]([CH2:11][CH2:10][C:29]#[N:30])[CH:17]=[C:16]([CH2:18][O:19][Si:20]([C:23]([CH3:26])([CH3:25])[CH3:24])([CH3:22])[CH3:21])[C:15]=1[Cl:27]. (3) Given the reactants [C:1]([C@@H:3]1[CH2:7][CH2:6][CH2:5][N:4]1[C:8]([C@@H:10]1[C@H:15]2[CH2:16][C@H:12]([C@H:13]([O:17][CH2:18][C@@H:19]([OH:22])CO)[CH2:14]2)[N:11]1[C:23]([O:25][C:26]([CH3:29])([CH3:28])[CH3:27])=[O:24])=[O:9])#[N:2].[Na], predict the reaction product. The product is: [C:1]([C@@H:3]1[CH2:7][CH2:6][CH2:5][N:4]1[C:8]([C@@H:10]1[C@H:15]2[CH2:16][C@H:12]([C@H:13]([O:17][CH2:18][CH:19]=[O:22])[CH2:14]2)[N:11]1[C:23]([O:25][C:26]([CH3:29])([CH3:28])[CH3:27])=[O:24])=[O:9])#[N:2]. (4) Given the reactants [NH2:1][C:2]1[C:3]([C:26]([O:28]C)=O)=[N:4][C:5]([C:9]2[CH:14]=[CH:13][CH:12]=[C:11]([C:15]#[C:16][C@:17]3([OH:25])[CH2:22][CH2:21][CH2:20][N:19]([CH3:23])[C:18]3=[O:24])[CH:10]=2)=[C:6]([F:8])[CH:7]=1.[NH3:30], predict the reaction product. The product is: [NH2:1][C:2]1[C:3]([C:26]([NH2:30])=[O:28])=[N:4][C:5]([C:9]2[CH:14]=[CH:13][CH:12]=[C:11]([C:15]#[C:16][C@:17]3([OH:25])[CH2:22][CH2:21][CH2:20][N:19]([CH3:23])[C:18]3=[O:24])[CH:10]=2)=[C:6]([F:8])[CH:7]=1. (5) Given the reactants [CH2:1]([N:3]1[C:11]([C:12]2[CH:13]=[N:14][C:15]([CH3:18])=[N:16][CH:17]=2)=[N:10][C:9]2[C:4]1=[N:5][CH:6]=[N:7][C:8]=2[NH:19][C@@H:20]1[CH2:24][N:23](C(OC(C)(C)C)=O)[C@@H:22]([C:32]([O:34][CH3:35])=[O:33])[CH2:21]1)[CH3:2].[C:36]([OH:42])([C:38]([F:41])([F:40])[F:39])=[O:37], predict the reaction product. The product is: [CH3:35][O:34][C:32]([C@H:22]1[CH2:21][C@H:20]([NH:19][C:8]2[N:7]=[CH:6][N:5]=[C:4]3[C:9]=2[N:10]=[C:11]([C:12]2[CH:13]=[N:14][C:15]([CH3:18])=[N:16][CH:17]=2)[N:3]3[CH2:1][CH3:2])[CH2:24][NH:23]1)=[O:33].[F:39][C:38]([F:41])([F:40])[C:36]([O-:42])=[O:37].